This data is from Reaction yield outcomes from USPTO patents with 853,638 reactions. The task is: Predict the reaction yield, written as a fraction of the theoretical maximum amount of product (1.0 means a 100% yield; for example, 0.34 means a 34% yield). (1) The reactants are [Cl:1][C:2]1[C:3]([C:8]([CH3:13])([CH3:12])[C:9]([OH:11])=O)=[N:4][CH:5]=[CH:6][N:7]=1.[CH3:14][O:15][C:16]1[CH:17]=[C:18]([CH:22]2[CH2:24][CH:23]2[NH2:25])[CH:19]=[CH:20][CH:21]=1.CN(C(ON1N=NC2C=CC=NC1=2)=[N+](C)C)C.F[P-](F)(F)(F)(F)F.CCN(C(C)C)C(C)C. The catalyst is CN(C=O)C.C(Cl)Cl. The product is [Cl:1][C:2]1[C:3]([C:8]([CH3:13])([CH3:12])[C:9]([NH:25][CH:23]2[CH2:24][CH:22]2[C:18]2[CH:19]=[CH:20][CH:21]=[C:16]([O:15][CH3:14])[CH:17]=2)=[O:11])=[N:4][CH:5]=[CH:6][N:7]=1. The yield is 0.530. (2) The yield is 0.0870. The catalyst is CS(C)=O. The product is [N+:27]([C:24]1[CH:23]=[CH:22][CH:21]=[CH:26][N:25]=1)([O-:29])=[O:28]. The reactants are FC(C1NN=C(C(F)(F)F)C=1)(F)F.C(=O)([O-])[O-].[K+].[K+].Br[C:21]1[CH:22]=[CH:23][C:24]([N+:27]([O-:29])=[O:28])=[N:25][CH:26]=1.CC(=O)OCC.[Cl-].[Na+].O. (3) The reactants are [Br:1][C:2]1[C:6]([C:7]#[N:8])=[C:5](Br)[S:4][C:3]=1[C:10]([O:12][CH2:13][CH3:14])=[O:11].[O:15]1[CH2:20][CH:19]=[C:18](B2OC(C)(C)C(C)(C)O2)[CH2:17][CH2:16]1.O1CCOCC1.O.C(=O)([O-])[O-].[Cs+].[Cs+]. The catalyst is C1C=CC([P]([Pd]([P](C2C=CC=CC=2)(C2C=CC=CC=2)C2C=CC=CC=2)([P](C2C=CC=CC=2)(C2C=CC=CC=2)C2C=CC=CC=2)[P](C2C=CC=CC=2)(C2C=CC=CC=2)C2C=CC=CC=2)(C2C=CC=CC=2)C2C=CC=CC=2)=CC=1. The product is [Br:1][C:2]1[C:6]([C:7]#[N:8])=[C:5]([C:18]2[CH2:19][CH2:20][O:15][CH2:16][CH:17]=2)[S:4][C:3]=1[C:10]([O:12][CH2:13][CH3:14])=[O:11]. The yield is 0.630. (4) The reactants are [CH3:1][C:2]1([CH3:17])[C:7](=[O:8])[N:6]([CH3:9])[C:5]2[CH:10]=[C:11]([N+:14]([O-])=O)[CH:12]=[CH:13][C:4]=2[O:3]1. The catalyst is CO.[Pd]. The product is [NH2:14][C:11]1[CH:12]=[CH:13][C:4]2[O:3][C:2]([CH3:1])([CH3:17])[C:7](=[O:8])[N:6]([CH3:9])[C:5]=2[CH:10]=1. The yield is 0.950.